Dataset: Reaction yield outcomes from USPTO patents with 853,638 reactions. Task: Predict the reaction yield, written as a fraction of the theoretical maximum amount of product (1.0 means a 100% yield; for example, 0.34 means a 34% yield). (1) The reactants are [CH3:1][C:2]1[C:3]([C:11]2[S:15][C:14]([C:16]([OH:18])=O)=[CH:13][CH:12]=2)=[N:4][O:5][C:6]=1[C:7]([F:10])([F:9])[F:8].[NH:19]1[CH2:23][CH2:22][CH2:21][C@H:20]1[CH2:24][N:25]1[CH2:29][CH2:28][CH2:27][CH2:26]1.C1COCC1.N1CCCCC1. The catalyst is C(N(CC)CC)C. The product is [CH3:1][C:2]1[C:3]([C:11]2[S:15][C:14]([C:16]([N:19]3[CH2:23][CH2:22][CH2:21][C@H:20]3[CH2:24][N:25]3[CH2:29][CH2:28][CH2:27][CH2:26]3)=[O:18])=[CH:13][CH:12]=2)=[N:4][O:5][C:6]=1[C:7]([F:8])([F:9])[F:10]. The yield is 0.850. (2) The reactants are [Br:1][C:2]1[CH:7]=[CH:6][N:5]2[C:8](I)=[C:9]([CH:11]3[CH2:13][CH2:12]3)[N:10]=[C:4]2[CH:3]=1.[F:15][C:16]1[CH:17]=[CH:18][C:19]2=[C:20]([CH:36]=1)[O:21][CH2:22][C:23]1[CH:33]=[C:32]([CH:34]=[O:35])[CH:31]=[CH:30][C:24]=1/[C:25]/2=[C:26](/[CH3:29])\[C:27]#[N:28]. No catalyst specified. The product is [Br:1][C:2]1[CH:7]=[CH:6][N:5]2[C:8]([CH:34]([OH:35])[C:32]3[CH:31]=[CH:30][C:24]4/[C:25](=[C:26](/[CH3:29])\[C:27]#[N:28])/[C:19]5[CH:18]=[CH:17][C:16]([F:15])=[CH:36][C:20]=5[O:21][CH2:22][C:23]=4[CH:33]=3)=[C:9]([CH:11]3[CH2:13][CH2:12]3)[N:10]=[C:4]2[CH:3]=1. The yield is 0.980. (3) The reactants are [O:1]=[C:2]([N:12]1[CH2:15][CH:14]([O:16][CH2:17][C:18]2[CH:23]=[CH:22][N:21]=[CH:20][CH:19]=2)[CH2:13]1)/[CH:3]=[CH:4]/[C:5]1[CH:6]=[CH:7][C:8]([NH2:11])=[N:9][CH:10]=1.[C:24](OC(=O)C)(=[O:26])[CH3:25].C([O-])(O)=O.[Na+]. The catalyst is C1COCC1. The product is [O:1]=[C:2]([N:12]1[CH2:13][CH:14]([O:16][CH2:17][C:18]2[CH:19]=[CH:20][N:21]=[CH:22][CH:23]=2)[CH2:15]1)/[CH:3]=[CH:4]/[C:5]1[CH:6]=[CH:7][C:8]([NH:11][C:24](=[O:26])[CH3:25])=[N:9][CH:10]=1. The yield is 0.120.